The task is: Predict which catalyst facilitates the given reaction.. This data is from Catalyst prediction with 721,799 reactions and 888 catalyst types from USPTO. (1) Product: [CH2:1]([N:8]([C:30]1[CH:31]=[CH:32][C:33]([OH:40])=[C:34]([CH:39]=1)[C:35]([OH:37])=[O:36])[C:9](=[O:29])[CH2:10][N:11]([CH2:22][C:23]1[CH:28]=[CH:27][CH:26]=[CH:25][CH:24]=1)[S:12]([C:15]1[CH:16]=[CH:17][C:18]([CH3:21])=[CH:19][CH:20]=1)(=[O:14])=[O:13])[C:2]1[CH:3]=[CH:4][CH:5]=[CH:6][CH:7]=1. Reactant: [CH2:1]([N:8]([C:30]1[CH:31]=[CH:32][C:33]([OH:40])=[C:34]([CH:39]=1)[C:35]([O:37]C)=[O:36])[C:9](=[O:29])[CH2:10][N:11]([CH2:22][C:23]1[CH:28]=[CH:27][CH:26]=[CH:25][CH:24]=1)[S:12]([C:15]1[CH:20]=[CH:19][C:18]([CH3:21])=[CH:17][CH:16]=1)(=[O:14])=[O:13])[C:2]1[CH:7]=[CH:6][CH:5]=[CH:4][CH:3]=1. The catalyst class is: 464. (2) Reactant: [CH3:1][O:2][C:3]1[CH:8]=[CH:7][C:6]([CH2:9][N:10]2[C:14]([NH2:15])=[CH:13][CH:12]=[N:11]2)=[CH:5][CH:4]=1.[CH:16]1([C:19](=O)[CH2:20][C:21](=O)[C:22]([O:24][CH2:25][CH3:26])=[O:23])[CH2:18][CH2:17]1.C1C=CC=CC=1. Product: [CH:16]1([C:19]2[CH:20]=[C:21]([C:22]([O:24][CH2:25][CH3:26])=[O:23])[C:13]3[CH:12]=[N:11][N:10]([CH2:9][C:6]4[CH:5]=[CH:4][C:3]([O:2][CH3:1])=[CH:8][CH:7]=4)[C:14]=3[N:15]=2)[CH2:17][CH2:18]1. The catalyst class is: 52. (3) Product: [O:14]1[C:9]2[CH:8]=[C:7]([CH:5]([CH3:6])[C:4]([OH:17])=[O:3])[CH:16]=[CH:15][C:10]=2[NH:11][CH2:12][CH2:13]1. Reactant: C([O:3][C:4](=[O:17])[CH:5]([C:7]1[CH:16]=[CH:15][C:10]2[NH:11][CH2:12][CH2:13][O:14][C:9]=2[CH:8]=1)[CH3:6])C.[OH-].[Na+].CC(O)=O. The catalyst class is: 20.